From a dataset of Cav3 T-type calcium channel HTS with 100,875 compounds. Binary Classification. Given a drug SMILES string, predict its activity (active/inactive) in a high-throughput screening assay against a specified biological target. (1) The molecule is S(=O)(=O)(N1CCN(S(=O)(=O)c2cc(c(OC)cc2)C)CC1)c1cc2OCCOc2cc1. The result is 0 (inactive). (2) The molecule is S(=O)(=O)(CC(=O)NC1CC1)c1ccc(cc1)C. The result is 0 (inactive). (3) The compound is O1CCC(CC1)(CNC(=O)c1ccc(OCCCC)cc1)c1ccccc1. The result is 0 (inactive). (4) The molecule is O(C(=O)c1nnc2n(ncc2)c1N)CC. The result is 0 (inactive). (5) The drug is O=P1(c2n(c3c(CCCC3)c2)C=C1)c1ccccc1. The result is 0 (inactive). (6) The compound is S(CC(=O)Nc1ccc(c2[nH]c3c(n2)ccc(c3)C)cc1)c1ccccc1. The result is 0 (inactive). (7) The molecule is FC(F)(F)c1cc(NC(=O)COc2ccccc2)c(N2CCCC2)cc1. The result is 0 (inactive). (8) The compound is s1c2c(CC(OC2)(C)C)c2c1n1c(n(c2=O)Cc2ccccc2)nnc1C. The result is 0 (inactive). (9) The result is 0 (inactive). The compound is O=C(NC(C)(C)C)C(N(c1c(OCC)cccc1)C(=O)CNC(=O)c1occc1)c1ccncc1. (10) The compound is S(=O)(=O)(N1CC(CCC1)C(=O)NCCCN1CCN(CC1)Cc1ccccc1)C. The result is 0 (inactive).